The task is: Regression. Given a peptide amino acid sequence and an MHC pseudo amino acid sequence, predict their binding affinity value. This is MHC class I binding data.. This data is from Peptide-MHC class I binding affinity with 185,985 pairs from IEDB/IMGT. The binding affinity (normalized) is 0.0652. The peptide sequence is RFAPPCKPLL. The MHC is Patr-A0701 with pseudo-sequence Patr-A0701.